Dataset: Forward reaction prediction with 1.9M reactions from USPTO patents (1976-2016). Task: Predict the product of the given reaction. (1) Given the reactants [C:1]([C:3]1[S:11][C:10]2[C:5](=[N:6][CH:7]=[CH:8][C:9]=2[O:12][C:13]2[CH:18]=[CH:17][C:16]([NH:19][C:20]([C:22]3[C:23](=[O:35])[N:24]([C:28]4[CH:33]=[CH:32][C:31]([F:34])=[CH:30][CH:29]=4)[N:25]=[CH:26][CH:27]=3)=[O:21])=[CH:15][C:14]=2[F:36])[CH:4]=1)#[N:2].[OH:37]S(O)(=O)=O, predict the reaction product. The product is: [F:36][C:14]1[CH:15]=[C:16]([NH:19][C:20]([C:22]2[C:23](=[O:35])[N:24]([C:28]3[CH:29]=[CH:30][C:31]([F:34])=[CH:32][CH:33]=3)[N:25]=[CH:26][CH:27]=2)=[O:21])[CH:17]=[CH:18][C:13]=1[O:12][C:9]1[CH:8]=[CH:7][N:6]=[C:5]2[CH:4]=[C:3]([C:1]([NH2:2])=[O:37])[S:11][C:10]=12. (2) The product is: [O:15]=[C:11]1[N:10]([C@@H:7]2[CH2:8][CH2:9][O:5][CH2:6]2)[CH2:14][CH2:13][N:12]1[C:1]([Cl:4])=[O:2]. Given the reactants [C:1]([Cl:4])(Cl)=[O:2].[O:5]1[CH2:9][CH2:8][C@@H:7]([N:10]2[CH2:14][CH2:13][NH:12][C:11]2=[O:15])[CH2:6]1.N1C=CC=CC=1, predict the reaction product. (3) Given the reactants [F:1][C:2]1[CH:7]=[CH:6][C:5]([C:8](=[C:11]([OH:18])[C:12]2[CH:17]=[CH:16][N:15]=[CH:14][CH:13]=2)C#N)=[CH:4][CH:3]=1.N, predict the reaction product. The product is: [F:1][C:2]1[CH:7]=[CH:6][C:5]([CH2:8][C:11]([C:12]2[CH:17]=[CH:16][N:15]=[CH:14][CH:13]=2)=[O:18])=[CH:4][CH:3]=1. (4) Given the reactants [S:1]([CH2:11][CH2:12][O:13][C:14](=[O:18])[C:15]([CH3:17])=[CH2:16])([C:4]1[CH:10]=[CH:9][C:7]([CH3:8])=[CH:6][CH:5]=1)(=[O:3])=[O:2].[OH:19][CH2:20][CH2:21][CH2:22][O:23][C:24](=[O:28])[C:25]([CH3:27])=[CH2:26].[CH3:29][O:30][C:31](=[O:35])[C:32]([CH3:34])=[CH2:33].CC(N=NC(C#N)(C)C)(C#N)C, predict the reaction product. The product is: [S:1]([CH2:11][CH2:12][O:13][C:14](=[O:18])[C:15]([CH3:17])=[CH2:16])([C:4]1[CH:5]=[CH:6][C:7]([CH3:8])=[CH:9][CH:10]=1)(=[O:3])=[O:2].[OH:19][CH2:20][CH2:21][CH2:22][O:23][C:24](=[O:28])[C:25]([CH3:27])=[CH2:26].[CH3:29][O:30][C:31](=[O:35])[C:32]([CH3:34])=[CH2:33].